This data is from Full USPTO retrosynthesis dataset with 1.9M reactions from patents (1976-2016). The task is: Predict the reactants needed to synthesize the given product. (1) The reactants are: [Cl:1][C:2]1[CH:19]=[CH:18][C:5]([O:6][C:7]2[N:12]=[C:11]([CH2:13][CH2:14][CH3:15])[C:10]([CH2:16][OH:17])=[CH:9][CH:8]=2)=[CH:4][CH:3]=1.C[N+]1([O-])CCOCC1. Given the product [Cl:1][C:2]1[CH:19]=[CH:18][C:5]([O:6][C:7]2[CH:8]=[CH:9][C:10]([CH:16]=[O:17])=[C:11]([CH2:13][CH2:14][CH3:15])[N:12]=2)=[CH:4][CH:3]=1, predict the reactants needed to synthesize it. (2) Given the product [CH2:23]([N:1]([C@H:2]1[CH2:7][CH2:6][C@H:5]([C:8]([O:10][CH2:8][C:5]2[CH:6]=[CH:7][CH:2]=[CH:3][CH:4]=2)=[O:9])[CH2:4][CH2:3]1)[CH2:23][C:20]1[CH:21]=[CH:22][CH:17]=[CH:18][CH:19]=1)[C:20]1[CH:21]=[CH:22][CH:17]=[CH:18][CH:19]=1, predict the reactants needed to synthesize it. The reactants are: [NH2:1][C@H:2]1[CH2:7][CH2:6][C@H:5]([C:8]([OH:10])=[O:9])[CH2:4][CH2:3]1.C([O-])([O-])=O.[K+].[K+].[CH:17]1[CH:22]=[CH:21][C:20]([CH2:23]Br)=[CH:19][CH:18]=1. (3) Given the product [Cl:16][C:17]1[N:18]=[N:19][CH:20]=[C:21]([NH:1][C:2]2[CH:7]=[CH:6][CH:5]=[CH:4][C:3]=2[S:8]([CH:11]([CH3:13])[CH3:12])(=[O:10])=[O:9])[CH:22]=1, predict the reactants needed to synthesize it. The reactants are: [NH2:1][C:2]1[CH:7]=[CH:6][CH:5]=[CH:4][C:3]=1[S:8]([CH:11]([CH3:13])[CH3:12])(=[O:10])=[O:9].[H-].[Na+].[Cl:16][C:17]1[N:18]=[N:19][CH:20]=[C:21](Cl)[CH:22]=1. (4) Given the product [Cl:30][C:19]1[CH:20]=[C:21]([C:22]2[C:27]([CH3:28])=[CH:26][CH:25]=[CH:24][C:23]=2[CH3:29])[C:15]2[O:14][CH:13]([CH2:12][NH:31][CH2:32][CH:33]3[CH2:35][CH2:34]3)[CH2:17][C:16]=2[CH:18]=1, predict the reactants needed to synthesize it. The reactants are: CC1C=CC(S(O[CH2:12][CH:13]2[CH2:17][C:16]3[CH:18]=[C:19]([Cl:30])[CH:20]=[C:21]([C:22]4[C:27]([CH3:28])=[CH:26][CH:25]=[CH:24][C:23]=4[CH3:29])[C:15]=3[O:14]2)(=O)=O)=CC=1.[NH2:31][CH2:32][CH:33]1[CH2:35][CH2:34]1. (5) Given the product [NH2:30][CH2:29][CH2:28][NH:27][C:22]1[C:21]([C:19]([NH:18][C:16]2[CH:17]=[C:12]([NH:11][C:9](=[O:10])[C:8]3[CH:39]=[CH:40][CH:41]=[C:6]([C:3]([C:1]#[N:2])([CH3:4])[CH3:5])[CH:7]=3)[CH:13]=[CH:14][C:15]=2[CH3:38])=[O:20])=[N:26][CH:25]=[CH:24][N:23]=1, predict the reactants needed to synthesize it. The reactants are: [C:1]([C:3]([C:6]1[CH:7]=[C:8]([CH:39]=[CH:40][CH:41]=1)[C:9]([NH:11][C:12]1[CH:13]=[CH:14][C:15]([CH3:38])=[C:16]([NH:18][C:19]([C:21]2[C:22]([NH:27][CH2:28][CH2:29][NH:30]C(=O)OC(C)(C)C)=[N:23][CH:24]=[CH:25][N:26]=2)=[O:20])[CH:17]=1)=[O:10])([CH3:5])[CH3:4])#[N:2].Cl. (6) The reactants are: CO[CH2:3][Br:4].[I:5][C:6]1[CH:7]=[C:8]([O:12][CH3:13])[CH:9]=[CH:10][CH:11]=1.IC1C=C(O)C=CC=1C[C@@H](C(O)=O)N. Given the product [Br:4][CH2:3][C:11]1[CH:10]=[CH:9][C:8]([O:12][CH3:13])=[CH:7][C:6]=1[I:5], predict the reactants needed to synthesize it. (7) Given the product [CH2:1]([C@H:8]1[CH2:12][O:11][C:10](=[O:13])[N:9]1[C:14](=[O:29])[C@H:15]([CH2:16][C:17]1[CH:18]=[CH:19][C:20]([C:23]2[CH:28]=[CH:27][CH:26]=[CH:25][CH:24]=2)=[CH:21][CH:22]=1)[CH2:31][C:32]([O:34][C:35]([CH3:38])([CH3:37])[CH3:36])=[O:33])[C:2]1[CH:3]=[CH:4][CH:5]=[CH:6][CH:7]=1, predict the reactants needed to synthesize it. The reactants are: [CH2:1]([C@H:8]1[CH2:12][O:11][C:10](=[O:13])[N:9]1[C:14](=[O:29])[CH2:15][CH2:16][C:17]1[CH:22]=[CH:21][C:20]([C:23]2[CH:28]=[CH:27][CH:26]=[CH:25][CH:24]=2)=[CH:19][CH:18]=1)[C:2]1[CH:7]=[CH:6][CH:5]=[CH:4][CH:3]=1.Br[CH2:31][C:32]([O:34][C:35]([CH3:38])([CH3:37])[CH3:36])=[O:33].